The task is: Regression. Given two drug SMILES strings and cell line genomic features, predict the synergy score measuring deviation from expected non-interaction effect.. This data is from NCI-60 drug combinations with 297,098 pairs across 59 cell lines. (1) Drug 1: CS(=O)(=O)C1=CC(=C(C=C1)C(=O)NC2=CC(=C(C=C2)Cl)C3=CC=CC=N3)Cl. Drug 2: CC12CCC3C(C1CCC2OP(=O)(O)O)CCC4=C3C=CC(=C4)OC(=O)N(CCCl)CCCl.[Na+]. Cell line: COLO 205. Synergy scores: CSS=-7.70, Synergy_ZIP=1.97, Synergy_Bliss=-0.638, Synergy_Loewe=-7.47, Synergy_HSA=-7.29. (2) Drug 1: C1CCC(C(C1)N)N.C(=O)(C(=O)[O-])[O-].[Pt+4]. Drug 2: CC1C(C(CC(O1)OC2CC(CC3=C2C(=C4C(=C3O)C(=O)C5=CC=CC=C5C4=O)O)(C(=O)C)O)N)O. Cell line: LOX IMVI. Synergy scores: CSS=46.3, Synergy_ZIP=-2.89, Synergy_Bliss=-1.97, Synergy_Loewe=-17.7, Synergy_HSA=0.377.